This data is from Full USPTO retrosynthesis dataset with 1.9M reactions from patents (1976-2016). The task is: Predict the reactants needed to synthesize the given product. (1) Given the product [Cl:1][C:2]1[N:10]=[C:9]2[C:5]([N:6]=[CH:7][N:8]2[CH2:21][C:20]2[C:19]([F:18])=[CH:26][CH:25]=[CH:24][C:23]=2[F:27])=[C:4]([Cl:11])[N:3]=1, predict the reactants needed to synthesize it. The reactants are: [Cl:1][C:2]1[N:10]=[C:9]2[C:5]([NH:6][CH:7]=[N:8]2)=[C:4]([Cl:11])[N:3]=1.C(=O)([O-])[O-].[K+].[K+].[F:18][C:19]1[CH:26]=[CH:25][CH:24]=[C:23]([F:27])[C:20]=1[CH2:21]Br. (2) Given the product [F:32][C:33]([F:38])([F:37])[C:34]([OH:36])=[O:35].[F:32][C:33]([F:38])([F:37])[C:34]([OH:36])=[O:35].[F:32][C:33]([F:38])([F:37])[C:34]([OH:36])=[O:35].[F:18][C:15]([F:16])([F:17])[CH2:14][CH2:13][C:11]1[N:10]=[C:9]([CH:19]2[CH2:20][CH2:21][NH:22][CH2:23][CH2:24]2)[N:8]([CH2:7][CH2:6][N:1]2[CH2:2][CH2:3][CH2:4][CH2:5]2)[CH:12]=1, predict the reactants needed to synthesize it. The reactants are: [N:1]1([CH2:6][CH2:7][N:8]2[CH:12]=[C:11]([CH2:13][CH2:14][C:15]([F:18])([F:17])[F:16])[N:10]=[C:9]2[CH:19]2[CH2:24][CH2:23][N:22](C(OC(C)(C)C)=O)[CH2:21][CH2:20]2)[CH2:5][CH2:4][CH2:3][CH2:2]1.[F:32][C:33]([F:38])([F:37])[C:34]([OH:36])=[O:35]. (3) Given the product [OH:13][CH2:12][C@@H:11]([N:14]([CH2:15][C@H:16]([OH:25])[CH2:17][O:18][C:19]1[CH:20]=[CH:21][CH:22]=[CH:23][CH:24]=1)[C:26](=[O:27])[O:28][C:29]([CH3:32])([CH3:31])[CH3:30])[CH2:10][C:7]1[CH:6]=[CH:5][C:4]([N+:1]([O-:3])=[O:2])=[CH:9][CH:8]=1, predict the reactants needed to synthesize it. The reactants are: [N+:1]([C:4]1[CH:9]=[CH:8][C:7]([CH2:10][C@H:11]([NH:14][CH2:15][C@H:16]([OH:25])[CH2:17][O:18][C:19]2[CH:24]=[CH:23][CH:22]=[CH:21][CH:20]=2)[CH2:12][OH:13])=[CH:6][CH:5]=1)([O-:3])=[O:2].[C:26](O[C:26]([O:28][C:29]([CH3:32])([CH3:31])[CH3:30])=[O:27])([O:28][C:29]([CH3:32])([CH3:31])[CH3:30])=[O:27]. (4) Given the product [NH:8]1[CH2:13][CH2:12][CH:11]([CH2:14][O:15][C:16]2[CH:25]=[CH:24][CH:23]=[C:22]3[C:17]=2[C:18]([NH2:27])=[N:19][C:20]([NH2:26])=[N:21]3)[CH2:10][CH2:9]1, predict the reactants needed to synthesize it. The reactants are: C(OC([N:8]1[CH2:13][CH2:12][CH:11]([CH2:14][O:15][C:16]2[CH:25]=[CH:24][CH:23]=[C:22]3[C:17]=2[C:18]([NH2:27])=[N:19][C:20]([NH2:26])=[N:21]3)[CH2:10][CH2:9]1)=O)(C)(C)C.Cl. (5) Given the product [CH:16]1(/[CH:9]=[CH:8]/[C@H:7]([C@@H:6]2[O:5][C:4](=[O:11])[C@H:3]([O:12][CH3:13])[C@@H:2]2[OH:1])[OH:10])[CH2:20][CH2:19][CH2:18][CH2:17]1, predict the reactants needed to synthesize it. The reactants are: [OH:1][C@@H:2]1[C@H:6]([C@H:7]([OH:10])[CH:8]=[CH2:9])[O:5][C:4](=[O:11])[C@@H:3]1[O:12][CH3:13].C([CH:16]1[CH2:20][CH2:19][CH2:18][CH2:17]1)=C. (6) Given the product [CH3:1][C:2]1[N:12]=[C:11]2[N:6]([CH2:7][CH2:8][CH2:9][CH:10]2[OH:13])[C:4](=[O:5])[C:3]=1[CH2:14][CH2:15][N:16]1[CH2:21][CH2:20][CH:19]([C:22]2[C:23]3[CH:24]=[CH:25][C:26]([F:31])=[CH:27][C:28]=3[O:29][N:30]=2)[CH2:18][CH2:17]1, predict the reactants needed to synthesize it. The reactants are: [CH3:1][C:2]1[N:12]=[C:11]2[N:6]([CH2:7][CH2:8][CH2:9][CH:10]2[OH:13])[C:4](=[O:5])[C:3]=1[CH2:14][CH2:15][N:16]1[CH2:21][CH2:20][CH:19]([C:22]2[C:23]3[CH:24]=[CH:25][C:26]([F:31])=[CH:27][C:28]=3[O:29][N:30]=2)[CH2:18][CH2:17]1.C([O-])(=O)C([O-])=O.N. (7) Given the product [CH3:35][C:25]1[CH:30]=[CH:29][C:28]([S:31]([O:1][CH2:2][CH2:3][C:4]2[CH:5]=[CH:6][CH:7]=[C:8]([NH:10][C:11]([O:12][C:13]([CH3:14])([CH3:16])[CH3:15])=[O:17])[N:9]=2)(=[O:33])=[O:32])=[CH:27][CH:26]=1, predict the reactants needed to synthesize it. The reactants are: [OH:1][CH2:2][CH2:3][C:4]1[N:9]=[C:8]([NH:10][C:11](=[O:17])[O:12][C:13]([CH3:16])([CH3:15])[CH3:14])[CH:7]=[CH:6][CH:5]=1.C(N(CC)CC)C.[C:25]1([CH3:35])[CH:30]=[CH:29][C:28]([S:31](Cl)(=[O:33])=[O:32])=[CH:27][CH:26]=1. (8) Given the product [C:18]([C:20]1([NH:23][C:24]([C@@H:26]2[CH2:27][C@@H:28]([S:11][C:8]3[CH:9]=[CH:10][C:5]([O:4][CH2:3][C:2]([F:1])([F:16])[F:17])=[CH:6][C:7]=3[C:12]([F:13])([F:14])[F:15])[CH2:29][N:30]2[C:31]([C:33]2([CH3:36])[CH2:35][CH2:34]2)=[O:32])=[O:25])[CH2:21][CH2:22]1)#[N:19], predict the reactants needed to synthesize it. The reactants are: [F:1][C:2]([F:17])([F:16])[CH2:3][O:4][C:5]1[CH:10]=[CH:9][C:8]([SH:11])=[C:7]([C:12]([F:15])([F:14])[F:13])[CH:6]=1.[C:18]([C:20]1([NH:23][C:24]([C@H:26]2[N:30]([C:31]([C:33]3([CH3:36])[CH2:35][CH2:34]3)=[O:32])[CH2:29][C@@H:28](OS(C3C=CC=CC=3)(=O)=O)[CH2:27]2)=[O:25])[CH2:22][CH2:21]1)#[N:19].CC(C)([O-])C.[Li+].O. (9) Given the product [C:1]([CH2:4][C:5]1([NH:9][C:10]([C:12]2[CH:17]=[C:16]([O:26][C@@H:24]([CH3:25])[C:23]([F:28])([F:27])[F:22])[C:15]([CH:19]3[CH2:21][CH2:20]3)=[CH:14][N:13]=2)=[O:11])[CH2:8][O:7][CH2:6]1)(=[O:3])[NH2:2], predict the reactants needed to synthesize it. The reactants are: [C:1]([CH2:4][C:5]1([NH:9][C:10]([C:12]2[CH:17]=[C:16](Cl)[C:15]([CH:19]3[CH2:21][CH2:20]3)=[CH:14][N:13]=2)=[O:11])[CH2:8][O:7][CH2:6]1)(=[O:3])[NH2:2].[F:22][C:23]([F:28])([F:27])[C@@H:24]([OH:26])[CH3:25].